This data is from Catalyst prediction with 721,799 reactions and 888 catalyst types from USPTO. The task is: Predict which catalyst facilitates the given reaction. (1) Reactant: Cl.[NH2:2][C:3]1[N:8]=[CH:7][C:6]([CH2:9][CH:10]([C:14]2[N:15]=[CH:16][N:17]([CH:19]3[CH2:24][CH2:23][CH2:22][CH2:21][CH2:20]3)[CH:18]=2)[C:11]([OH:13])=[O:12])=[CH:5][CH:4]=1.[CH:25]1([O:31][C:32]([O:34][CH:35](Cl)[CH3:36])=[O:33])[CH2:30][CH2:29][CH2:28][CH2:27][CH2:26]1.C([O-])([O-])=O.[K+].[K+].O. Product: [NH2:2][C:3]1[N:8]=[CH:7][C:6]([CH2:9][CH:10]([C:14]2[N:15]=[CH:16][N:17]([CH:19]3[CH2:24][CH2:23][CH2:22][CH2:21][CH2:20]3)[CH:18]=2)[C:11]([O:13][CH:35]([O:34][C:32]([O:31][CH:25]2[CH2:30][CH2:29][CH2:28][CH2:27][CH2:26]2)=[O:33])[CH3:36])=[O:12])=[CH:5][CH:4]=1. The catalyst class is: 3. (2) Reactant: [CH3:1][O:2][C:3](=[O:15])[CH2:4][CH2:5][C:6]1[CH:11]=[CH:10][C:9]([CH2:12]Cl)=[CH:8][C:7]=1[CH3:14].[N-:16]=[N+:17]=[N-:18].[Na+].O. Product: [CH3:1][O:2][C:3](=[O:15])[CH2:4][CH2:5][C:6]1[CH:11]=[CH:10][C:9]([CH2:12][N:16]=[N+:17]=[N-:18])=[CH:8][C:7]=1[CH3:14]. The catalyst class is: 3. (3) Reactant: N#N.[N:3]12[CH2:11][CH2:10][CH:7]([CH2:8][CH2:9]1)[NH:6][CH2:5][CH2:4]2.[Br:12][C:13]1[CH:18]=[CH:17][C:16]([N:19]=[C:20]=[O:21])=[CH:15][CH:14]=1.Cl. Product: [Br:12][C:13]1[CH:18]=[CH:17][C:16]([NH:19][C:20]([N:6]2[CH:7]3[CH2:10][CH2:11][N:3]([CH2:9][CH2:8]3)[CH2:4][CH2:5]2)=[O:21])=[CH:15][CH:14]=1. The catalyst class is: 36. (4) Reactant: [ClH:1].C(OC([NH:9][C@H:10]1[CH2:15][CH2:14][CH2:13][C@H:12]([CH2:16][O:17][C:18](=[O:20])[CH3:19])[CH2:11]1)=O)(C)(C)C. Product: [ClH:1].[NH2:9][C@H:10]1[CH2:15][CH2:14][CH2:13][C@H:12]([CH2:16][O:17][C:18](=[O:20])[CH3:19])[CH2:11]1. The catalyst class is: 258. (5) Reactant: [F:1][C:2]1[CH:9]=[CH:8][C:7]([CH:10]=[C:11]2[C:19]3[CH2:18][CH2:17][CH2:16][CH2:15][C:14]=3[C:13](=O)[O:12]2)=[CH:6][C:3]=1[C:4]#N.[OH-:21].[Na+].[OH2:23].[NH2:24][NH2:25].Cl. Product: [F:1][C:2]1[CH:9]=[CH:8][C:7]([CH2:10][C:11]2[C:19]3[CH2:18][CH2:17][CH2:16][CH2:15][C:14]=3[C:13](=[O:12])[NH:25][N:24]=2)=[CH:6][C:3]=1[C:4]([OH:23])=[O:21]. The catalyst class is: 6. (6) Reactant: [C:1]([O:5][C:6]([NH:8][C@H:9]([CH2:21][C:22]1[CH:27]=[C:26]([F:28])[C:25]([F:29])=[CH:24][C:23]=1[F:30])[CH2:10][C:11]([N:13]1[CH2:17][CH2:16][S:15][CH:14]1[C:18](O)=[O:19])=[O:12])=[O:7])([CH3:4])([CH3:3])[CH3:2].[NH2:31][C:32]1[CH:44]=[CH:43][C:35]([O:36][CH2:37][C:38]([O:40][CH2:41][CH3:42])=[O:39])=[CH:34][CH:33]=1.Cl.CCN=C=NCCCN(C)C.CCN(CC)CC. Product: [C:1]([O:5][C:6]([NH:8][C@H:9]([CH2:21][C:22]1[CH:27]=[C:26]([F:28])[C:25]([F:29])=[CH:24][C:23]=1[F:30])[CH2:10][C:11]([N:13]1[CH2:17][CH2:16][S:15][CH:14]1[C:18]([NH:31][C:32]1[CH:33]=[CH:34][C:35]([O:36][CH2:37][C:38]([O:40][CH2:41][CH3:42])=[O:39])=[CH:43][CH:44]=1)=[O:19])=[O:12])=[O:7])([CH3:4])([CH3:2])[CH3:3]. The catalyst class is: 2. (7) Reactant: [OH:1][C@:2]1([C:18]#[C:19][CH3:20])[C@H:6]([OH:7])[C@@H:5]([CH2:8][OH:9])[O:4][C@H:3]1[N:10]1[CH:15]=[CH:14][C:13](=[O:16])[NH:12][C:11]1=[O:17].C([Mg]Cl)(C)(C)C.FC1C(F)=C(F)C(F)=C(F)C=1O[C:31]1[CH:48]=[CH:47][CH:46]=[CH:45][C:32]=1[O:33][P:34](=[N:36][C@@H:37]([CH3:44])[C:38]([O:40][CH:41]([CH3:43])[CH3:42])=[O:39])=[O:35]. Product: [O:17]=[C:11]1[NH:12][C:13](=[O:16])[CH:14]=[CH:15][N:10]1[C@@H:3]1[O:4][C@H:5]([CH2:8][O:9][C:45]2[CH:46]=[CH:47][CH:48]=[CH:31][C:32]=2[O:33][P:34](=[N:36][C@@H:37]([CH3:44])[C:38]([O:40][CH:41]([CH3:43])[CH3:42])=[O:39])=[O:35])[C@@H:6]([OH:7])[C@:2]1([OH:1])[C:18]#[C:19][CH3:20]. The catalyst class is: 1. (8) Reactant: Cl.[O:2]1[CH2:8][CH2:7][CH2:6][NH:5][CH2:4][CH2:3]1.C([O-])(=O)C.[Na+].C(O)(=O)C.[Cl:18][CH2:19][C:20](Cl)=[O:21].C(=O)([O-])O.[Na+]. Product: [Cl:18][CH2:19][C:20]([N:5]1[CH2:6][CH2:7][CH2:8][O:2][CH2:3][CH2:4]1)=[O:21]. The catalyst class is: 7.